The task is: Binary Classification. Given a drug SMILES string, predict its activity (active/inactive) in a high-throughput screening assay against a specified biological target.. This data is from M1 muscarinic receptor antagonist screen with 61,756 compounds. (1) The molecule is S(c1n(Cc2occc2)c(nn1)c1sccc1)Cc1ccccc1. The result is 0 (inactive). (2) The molecule is O=C(Nc1ccccc1)c1c(Nc2ccccc2)nccc1. The result is 0 (inactive). (3) The compound is Clc1ccc(C(=O)Cn2c(=O)c3c(n(nc3)C(C)(C)C)nc2)cc1. The result is 0 (inactive). (4) The compound is N(c1nnc(c2ccccc2)cc1)(C)C. The result is 0 (inactive). (5) The molecule is O=C(N1CCN(CC1)Cc1c2c([nH]c1)cccc2)c1ccccc1. The result is 0 (inactive). (6) The result is 0 (inactive). The molecule is Fc1cc2CCC(N(c2cc1)C(=O)c1nn2c(nc(cc2C(F)(F)F)c2occc2)c1)C. (7) The drug is n1(c2c(c3c1cccc3)cnc(/N=C\N(C)C)c2C#N)CCN(C)C. The result is 0 (inactive). (8) The compound is O(c1c(c2c(cc1)cccc2)/C=N\n1c(n2nc(cc2C)C)nnc1C)CCC. The result is 0 (inactive).